Dataset: Peptide-MHC class I binding affinity with 185,985 pairs from IEDB/IMGT. Task: Regression. Given a peptide amino acid sequence and an MHC pseudo amino acid sequence, predict their binding affinity value. This is MHC class I binding data. (1) The peptide sequence is IPAHPLRML. The MHC is HLA-B57:01 with pseudo-sequence HLA-B57:01. The binding affinity (normalized) is 0.0847. (2) The peptide sequence is FVIDNVHTW. The MHC is HLA-A26:01 with pseudo-sequence HLA-A26:01. The binding affinity (normalized) is 0.630. (3) The peptide sequence is YDVKYPNL. The MHC is H-2-Kb with pseudo-sequence H-2-Kb. The binding affinity (normalized) is 0.283.